From a dataset of Full USPTO retrosynthesis dataset with 1.9M reactions from patents (1976-2016). Predict the reactants needed to synthesize the given product. (1) Given the product [Br:23][C:24]1[CH:25]=[C:26]2[C:31](=[CH:32][CH:33]=1)[C:30](=[O:34])[NH:29][CH:28]=[C:27]2[S:35]([N:7]1[CH2:6][CH2:5][N:4]([C:9]([O:11][C:12]([CH3:15])([CH3:14])[CH3:13])=[O:10])[C@@H:3]([CH2:2][OH:1])[CH2:8]1)(=[O:37])=[O:36], predict the reactants needed to synthesize it. The reactants are: [OH:1][CH2:2][C@H:3]1[CH2:8][NH:7][CH2:6][CH2:5][N:4]1[C:9]([O:11][C:12]([CH3:15])([CH3:14])[CH3:13])=[O:10].C(N(CC)CC)C.[Br:23][C:24]1[CH:25]=[C:26]2[C:31](=[CH:32][CH:33]=1)[C:30](=[O:34])[NH:29][CH:28]=[C:27]2[S:35](Cl)(=[O:37])=[O:36]. (2) Given the product [C:11]1(=[CH:26][C:28]2[C:36]3[C:31](=[CH:32][CH:33]=[CH:34][CH:35]=3)[N:30]([CH2:37][C:38]3[CH:43]=[CH:42][CH:41]=[C:40]([C:44]([F:46])([F:45])[F:47])[CH:39]=3)[C:29]=2[C:48]([O:50][CH2:51][CH3:52])=[O:49])[CH2:13][CH2:12]1, predict the reactants needed to synthesize it. The reactants are: [H-].[Na+].[Br-].C1([P+](C2C=CC=CC=2)(C2C=CC=CC=2)[CH:11]2[CH2:13][CH2:12]2)C=CC=CC=1.[CH:26]([C:28]1[C:36]2[C:31](=[CH:32][CH:33]=[CH:34][CH:35]=2)[N:30]([CH2:37][C:38]2[CH:43]=[CH:42][CH:41]=[C:40]([C:44]([F:47])([F:46])[F:45])[CH:39]=2)[C:29]=1[C:48]([O:50][CH2:51][CH3:52])=[O:49])=O.